This data is from Forward reaction prediction with 1.9M reactions from USPTO patents (1976-2016). The task is: Predict the product of the given reaction. (1) Given the reactants C(OC([N:6]1[CH2:11][CH2:10][N:9]([C:12]2[C:16]3[CH:17]=[C:18]([F:21])[CH:19]=[CH:20][C:15]=3[O:14][CH:13]=2)[CH2:8][CH2:7]1)=O)C.[OH-].[Na+], predict the reaction product. The product is: [F:21][C:18]1[CH:19]=[CH:20][C:15]2[O:14][CH:13]=[C:12]([N:9]3[CH2:8][CH2:7][NH:6][CH2:11][CH2:10]3)[C:16]=2[CH:17]=1. (2) Given the reactants [F:1][C:2]1[CH:7]=[C:6]([F:8])[CH:5]=[CH:4][C:3]=1[C:9]1[C:17]2[C:12](=[CH:13][C:14]([O:18][CH2:19][CH2:20][CH:21]3[CH2:26][CH2:25][N:24]([S:27]([CH3:30])(=[O:29])=[O:28])[CH2:23][CH2:22]3)=[CH:15][CH:16]=2)[C:11](=[O:31])[C:10]=1C1C=CC(C)=CC=1.O1CCN(CCOC2C=C3C(C(C4C=CC=CC=4)=C(Br)C3=O)=CC=2)CC1.[N:65]1[C:74]2[C:69](=[CH:70][CH:71]=[CH:72][CH:73]=2)[CH:68]=[C:67](B(O)O)[CH:66]=1, predict the reaction product. The product is: [F:1][C:2]1[CH:7]=[C:6]([F:8])[CH:5]=[CH:4][C:3]=1[C:9]1[C:17]2[C:12](=[CH:13][C:14]([O:18][CH2:19][CH2:20][CH:21]3[CH2:26][CH2:25][N:24]([S:27]([CH3:30])(=[O:29])=[O:28])[CH2:23][CH2:22]3)=[CH:15][CH:16]=2)[C:11](=[O:31])[C:10]=1[C:67]1[CH:66]=[N:65][C:74]2[C:69]([CH:68]=1)=[CH:70][CH:71]=[CH:72][CH:73]=2. (3) Given the reactants [CH:1]1([C:6]2[C:10]([N+:11]([O-])=O)=[C:9]([C:14]([NH2:16])=[O:15])[O:8][N:7]=2)[CH2:5][CH2:4][CH2:3][CH2:2]1.[Cl-].[NH4+], predict the reaction product. The product is: [NH2:11][C:10]1[C:6]([CH:1]2[CH2:2][CH2:3][CH2:4][CH2:5]2)=[N:7][O:8][C:9]=1[C:14]([NH2:16])=[O:15]. (4) Given the reactants [CH:1]([C:3]1[S:7][C:6]([C:8]2[N:9]=[N:10][O:11][CH:12]=2)=[CH:5][CH:4]=1)=O.C(O[BH-](OC(=O)C)OC(=O)C)(=O)C.[Na+].C[N:28]1C(=O)CCC1, predict the reaction product. The product is: [NH2:28][CH2:1][C:3]1[S:7][C:6]([C:8]2[N:9]=[N:10][O:11][CH:12]=2)=[CH:5][CH:4]=1. (5) Given the reactants [OH:1][CH:2]1[CH2:7][CH2:6][N:5]([C:8]([O:10][C:11]([CH3:14])([CH3:13])[CH3:12])=[O:9])[CH2:4][CH2:3]1.C1(P(C2C=CC=CC=2)C2C=CC=CC=2)C=CC=CC=1.N(C(OC(C)C)=O)=NC(OC(C)C)=O.O[C:49]1[N:54]=[C:53]([C:55]([F:58])([F:57])[F:56])[N:52]=[C:51]([CH2:59][C:60]([O:62][CH3:63])=[O:61])[CH:50]=1, predict the reaction product. The product is: [CH3:63][O:62][C:60](=[O:61])[CH2:59][C:51]1[N:52]=[C:53]([C:55]([F:57])([F:58])[F:56])[N:54]=[C:49]([O:1][CH:2]2[CH2:3][CH2:4][N:5]([C:8]([O:10][C:11]([CH3:14])([CH3:13])[CH3:12])=[O:9])[CH2:6][CH2:7]2)[CH:50]=1.